This data is from Forward reaction prediction with 1.9M reactions from USPTO patents (1976-2016). The task is: Predict the product of the given reaction. Given the reactants [CH3:1][C:2]1[N:3]([CH:8]2[CH2:12][C@H:11]([C:13]([O:15][CH2:16][C:17]3[CH:22]=[CH:21][CH:20]=[CH:19][CH:18]=3)=[O:14])[CH:10]=[CH:9]2)[C:4]([CH3:7])=[CH:5][CH:6]=1.[Br:23][CH2:24][CH2:25][CH2:26]Br, predict the reaction product. The product is: [Br:23][CH2:24][CH2:25][CH2:26][C@@:11]1([C:13]([O:15][CH2:16][C:17]2[CH:22]=[CH:21][CH:20]=[CH:19][CH:18]=2)=[O:14])[CH2:12][C@H:8]([N:3]2[C:2]([CH3:1])=[CH:6][CH:5]=[C:4]2[CH3:7])[CH:9]=[CH:10]1.